Predict the reactants needed to synthesize the given product. From a dataset of Full USPTO retrosynthesis dataset with 1.9M reactions from patents (1976-2016). (1) Given the product [F:18][C:19]([F:27])([F:26])[C:20]([C:21]1[C:11]([C:13]2[S:14][CH:15]=[CH:16][CH:17]=2)=[C:3]2[C:4]3[CH2:10][CH2:9][CH2:8][CH2:7][C:5]=3[S:6][C:2]2=[N:1][C:22]=1[CH3:23])=[O:25], predict the reactants needed to synthesize it. The reactants are: [NH2:1][C:2]1[S:6][C:5]2[CH2:7][CH2:8][CH2:9][CH2:10][C:4]=2[C:3]=1[C:11]([C:13]1[S:14][CH:15]=[CH:16][CH:17]=1)=O.[F:18][C:19]([F:27])([F:26])[C:20](=[O:25])[CH2:21][C:22](=O)[CH3:23]. (2) Given the product [Br:1][C:2]1[CH:3]=[C:4]2[C:8](=[CH:9][CH:10]=1)[N:7]([CH2:23][O:22][CH2:21][CH2:20][Si:17]([CH3:19])([CH3:18])[CH3:16])[C:6](=[O:11])[C:5]2([F:13])[F:12], predict the reactants needed to synthesize it. The reactants are: [Br:1][C:2]1[CH:3]=[C:4]2[C:8](=[CH:9][CH:10]=1)[NH:7][C:6](=[O:11])[C:5]2([F:13])[F:12].[H-].[Na+].[CH3:16][Si:17]([CH2:20][CH2:21][O:22][CH2:23]Cl)([CH3:19])[CH3:18].[NH4+].[Cl-]. (3) Given the product [C:1]([O:5][C:6](=[O:25])[NH:7][C:8]1[CH:13]=[C:12]([O:14][CH2:15][C:16]([F:18])([F:17])[F:19])[C:11]([C:20]([F:22])([F:23])[F:21])=[CH:10][C:9]=1[NH:24][C:31](=[O:30])[CH2:32][C:33](=[O:46])[C:34]1[CH:39]=[CH:38][CH:37]=[C:36]([C:40]2[CH:41]=[N:42][CH:43]=[CH:44][CH:45]=2)[CH:35]=1)([CH3:4])([CH3:2])[CH3:3], predict the reactants needed to synthesize it. The reactants are: [C:1]([O:5][C:6](=[O:25])[NH:7][C:8]1[CH:13]=[C:12]([O:14][CH2:15][C:16]([F:19])([F:18])[F:17])[C:11]([C:20]([F:23])([F:22])[F:21])=[CH:10][C:9]=1[NH2:24])([CH3:4])([CH3:3])[CH3:2].C([O:30][C:31](=O)[CH2:32][C:33](=[O:46])[C:34]1[CH:39]=[CH:38][CH:37]=[C:36]([C:40]2[CH:41]=[N:42][CH:43]=[CH:44][CH:45]=2)[CH:35]=1)(C)(C)C. (4) Given the product [C:48]([O:51][CH2:52][C:53]([N:33]1[CH2:32][CH2:31][CH:30]([NH:29][C:27]([C:4]2[N:5]([CH3:26])[C:6]3[C:15]4[CH:14]=[CH:13][CH:12]=[CH:11][C:10]=4[N:9]([CH2:16][C:17](=[O:24])[C:18]4[CH:23]=[CH:22][CH:21]=[CH:20][CH:19]=4)[C:8](=[O:25])[C:7]=3[C:3]=2[O:2][CH3:1])=[O:28])[CH2:35][CH2:34]1)=[O:54])(=[O:50])[CH3:49], predict the reactants needed to synthesize it. The reactants are: [CH3:1][O:2][C:3]1[C:7]2[C:8](=[O:25])[N:9]([CH2:16][C:17](=[O:24])[C:18]3[CH:23]=[CH:22][CH:21]=[CH:20][CH:19]=3)[C:10]3[CH:11]=[CH:12][CH:13]=[CH:14][C:15]=3[C:6]=2[N:5]([CH3:26])[C:4]=1[C:27]([NH:29][CH:30]1[CH2:35][CH2:34][NH:33][CH2:32][CH2:31]1)=[O:28].C(N(CC)CC)C.C1COCC1.[C:48]([O:51][CH2:52][C:53](Cl)=[O:54])(=[O:50])[CH3:49]. (5) Given the product [C:4]([C:8]1[CH:9]=[C:10]([S:1]([Cl:20])(=[O:3])=[O:2])[CH:11]=[CH:12][C:13]=1[Cl:14])([CH3:7])([CH3:6])[CH3:5], predict the reactants needed to synthesize it. The reactants are: [S:1](=[O:3])=[O:2].[C:4]([C:8]1[CH:9]=[C:10](N)[CH:11]=[CH:12][C:13]=1[Cl:14])([CH3:7])([CH3:6])[CH3:5].N([O-])=O.[Na+].[ClH:20].